Dataset: Catalyst prediction with 721,799 reactions and 888 catalyst types from USPTO. Task: Predict which catalyst facilitates the given reaction. Reactant: C(OC(=O)[NH:7][C@H:8]([C:10]1[N:15]2[CH2:16][CH2:17][C:18]3[CH2:19][CH2:20][C:21]([F:23])=[CH:22][C:13]([C:14]=32)=[CH:12][N:11]=1)[CH3:9])(C)(C)C.C(O)(C(F)(F)F)=O.C1(C)C=CC=CC=1. The catalyst class is: 2. Product: [F:23][C:21]1[CH2:20][CH2:19][C:18]2[CH2:17][CH2:16][N:15]3[C:10]([C@@H:8]([NH2:7])[CH3:9])=[N:11][CH:12]=[C:13]([C:14]=23)[CH:22]=1.